From a dataset of NCI-60 drug combinations with 297,098 pairs across 59 cell lines. Regression. Given two drug SMILES strings and cell line genomic features, predict the synergy score measuring deviation from expected non-interaction effect. (1) Drug 1: CNC(=O)C1=CC=CC=C1SC2=CC3=C(C=C2)C(=NN3)C=CC4=CC=CC=N4. Drug 2: CC(CN1CC(=O)NC(=O)C1)N2CC(=O)NC(=O)C2. Cell line: SF-295. Synergy scores: CSS=38.6, Synergy_ZIP=-3.07, Synergy_Bliss=2.69, Synergy_Loewe=5.80, Synergy_HSA=5.68. (2) Drug 1: C1C(C(OC1N2C=NC3=C(N=C(N=C32)Cl)N)CO)O. Drug 2: C(CC(=O)O)C(=O)CN.Cl. Cell line: HL-60(TB). Synergy scores: CSS=53.8, Synergy_ZIP=-1.59, Synergy_Bliss=-3.55, Synergy_Loewe=-34.3, Synergy_HSA=-3.31. (3) Drug 1: C1=CC(=CC=C1CCCC(=O)O)N(CCCl)CCCl. Drug 2: CCN(CC)CCNC(=O)C1=C(NC(=C1C)C=C2C3=C(C=CC(=C3)F)NC2=O)C. Cell line: COLO 205. Synergy scores: CSS=28.5, Synergy_ZIP=-10.8, Synergy_Bliss=-5.87, Synergy_Loewe=-9.35, Synergy_HSA=-9.07. (4) Drug 1: CC1=CC=C(C=C1)C2=CC(=NN2C3=CC=C(C=C3)S(=O)(=O)N)C(F)(F)F. Drug 2: CC1CCC2CC(C(=CC=CC=CC(CC(C(=O)C(C(C(=CC(C(=O)CC(OC(=O)C3CCCCN3C(=O)C(=O)C1(O2)O)C(C)CC4CCC(C(C4)OC)OCCO)C)C)O)OC)C)C)C)OC. Cell line: BT-549. Synergy scores: CSS=-2.25, Synergy_ZIP=1.11, Synergy_Bliss=2.28, Synergy_Loewe=-6.67, Synergy_HSA=-1.95. (5) Drug 1: C1CCC(CC1)NC(=O)N(CCCl)N=O. Drug 2: CCC(=C(C1=CC=CC=C1)C2=CC=C(C=C2)OCCN(C)C)C3=CC=CC=C3.C(C(=O)O)C(CC(=O)O)(C(=O)O)O. Cell line: T-47D. Synergy scores: CSS=10.3, Synergy_ZIP=-5.04, Synergy_Bliss=-4.22, Synergy_Loewe=-4.39, Synergy_HSA=-2.67. (6) Drug 1: CC12CCC3C(C1CCC2=O)CC(=C)C4=CC(=O)C=CC34C. Drug 2: CC1=C(C(=O)C2=C(C1=O)N3CC4C(C3(C2COC(=O)N)OC)N4)N. Cell line: HL-60(TB). Synergy scores: CSS=97.2, Synergy_ZIP=0.792, Synergy_Bliss=3.99, Synergy_Loewe=1.92, Synergy_HSA=3.91. (7) Drug 1: C(=O)(N)NO. Drug 2: CC1=C(C(=O)C2=C(C1=O)N3CC4C(C3(C2COC(=O)N)OC)N4)N. Cell line: M14. Synergy scores: CSS=41.4, Synergy_ZIP=1.53, Synergy_Bliss=2.24, Synergy_Loewe=-46.4, Synergy_HSA=2.16. (8) Drug 1: CC(CN1CC(=O)NC(=O)C1)N2CC(=O)NC(=O)C2. Drug 2: C1=CC(=CC=C1C#N)C(C2=CC=C(C=C2)C#N)N3C=NC=N3. Cell line: LOX IMVI. Synergy scores: CSS=20.6, Synergy_ZIP=-5.22, Synergy_Bliss=-4.51, Synergy_Loewe=-1.71, Synergy_HSA=-1.72. (9) Drug 1: C1=CC(=C2C(=C1NCCNCCO)C(=O)C3=C(C=CC(=C3C2=O)O)O)NCCNCCO. Drug 2: CC(C)(C#N)C1=CC(=CC(=C1)CN2C=NC=N2)C(C)(C)C#N. Cell line: SW-620. Synergy scores: CSS=29.1, Synergy_ZIP=-1.07, Synergy_Bliss=-3.78, Synergy_Loewe=-19.1, Synergy_HSA=-3.98. (10) Drug 1: CC1=C(C=C(C=C1)NC2=NC=CC(=N2)N(C)C3=CC4=NN(C(=C4C=C3)C)C)S(=O)(=O)N.Cl. Synergy scores: CSS=4.18, Synergy_ZIP=1.23, Synergy_Bliss=3.67, Synergy_Loewe=-3.26, Synergy_HSA=-0.860. Cell line: OVCAR-5. Drug 2: C1=CC(=CC=C1CC(C(=O)O)N)N(CCCl)CCCl.Cl.